This data is from Reaction yield outcomes from USPTO patents with 853,638 reactions. The task is: Predict the reaction yield, written as a fraction of the theoretical maximum amount of product (1.0 means a 100% yield; for example, 0.34 means a 34% yield). The reactants are [C:1]1([N:7]2[CH2:12][CH2:11][NH:10][CH2:9][CH2:8]2)[CH:6]=[CH:5][CH:4]=[CH:3][CH:2]=1.C(N(CC)CC)C.ClC(Cl)(O[C:24](=[O:30])OC(Cl)(Cl)Cl)Cl.[CH3:32][N:33]([CH3:59])[CH2:34][CH2:35][C@@H:36]([NH:45][C:46]1[CH:51]=[CH:50][C:49]([S:52]([NH2:55])(=[O:54])=[O:53])=[CH:48][C:47]=1[N+:56]([O-:58])=[O:57])[CH2:37][S:38][C:39]1[CH:44]=[CH:43][CH:42]=[CH:41][CH:40]=1. The catalyst is ClCCl.CN(C1C=CN=CC=1)C. The product is [CH3:59][N:33]([CH3:32])[CH2:34][CH2:35][C@@H:36]([NH:45][C:46]1[CH:51]=[CH:50][C:49]([S:52]([NH:55][C:24]([N:10]2[CH2:11][CH2:12][N:7]([C:1]3[CH:6]=[CH:5][CH:4]=[CH:3][CH:2]=3)[CH2:8][CH2:9]2)=[O:30])(=[O:53])=[O:54])=[CH:48][C:47]=1[N+:56]([O-:58])=[O:57])[CH2:37][S:38][C:39]1[CH:40]=[CH:41][CH:42]=[CH:43][CH:44]=1. The yield is 0.410.